Dataset: Reaction yield outcomes from USPTO patents with 853,638 reactions. Task: Predict the reaction yield, written as a fraction of the theoretical maximum amount of product (1.0 means a 100% yield; for example, 0.34 means a 34% yield). (1) The reactants are [H-].[Na+].[F:3][C:4]1[CH:9]=[CH:8][C:7]([OH:10])=[CH:6][CH:5]=1.Cl[C:12]1[CH:17]=[CH:16][N:15]=[CH:14][C:13]=1[N+:18]([O-:20])=[O:19]. The catalyst is CN(C)C=O.C(OCC)(=O)C. The product is [F:3][C:4]1[CH:9]=[CH:8][C:7]([O:10][C:14]2[C:13]([N+:18]([O-:20])=[O:19])=[CH:12][CH:17]=[CH:16][N:15]=2)=[CH:6][CH:5]=1. The yield is 0.768. (2) The reactants are [Cl:1][C:2]1[C:3]([CH2:14][CH3:15])=[C:4]([Cl:13])[C:5]2[O:10][CH2:9][C:8](=[O:11])[NH:7][C:6]=2[CH:12]=1.C([O-])([O-])=O.[Cs+].[Cs+].[Cl:22][CH2:23][CH2:24][CH2:25]I. The catalyst is CCCCCCC.CCOC(C)=O. The product is [Cl:1][C:2]1[C:3]([CH2:14][CH3:15])=[C:4]([Cl:13])[C:5]2[O:10][CH2:9][C:8](=[O:11])[N:7]([CH2:25][CH2:24][CH2:23][Cl:22])[C:6]=2[CH:12]=1. The yield is 0.670.